From a dataset of Ames mutagenicity test results for genotoxicity prediction. Regression/Classification. Given a drug SMILES string, predict its toxicity properties. Task type varies by dataset: regression for continuous values (e.g., LD50, hERG inhibition percentage) or binary classification for toxic/non-toxic outcomes (e.g., AMES mutagenicity, cardiotoxicity, hepatotoxicity). Dataset: ames. (1) The result is 0 (non-mutagenic). The molecule is c1ccc(CSCc2ccccc2)cc1. (2) The compound is CC(Br)C(Br)CCl. The result is 1 (mutagenic).